From a dataset of Catalyst prediction with 721,799 reactions and 888 catalyst types from USPTO. Predict which catalyst facilitates the given reaction. (1) Reactant: [NH:1]([C:17]([O:19][C:20]([CH3:23])([CH3:22])[CH3:21])=[O:18])[NH:2][C:3]([O:5][CH2:6][CH2:7][C:8]1[CH:13]=[CH:12][C:11]([N+:14]([O-])=O)=[CH:10][CH:9]=1)=[O:4]. Product: [NH:2]([C:3]([O:5][CH2:6][CH2:7][C:8]1[CH:13]=[CH:12][C:11]([NH2:14])=[CH:10][CH:9]=1)=[O:4])[NH:1][C:17]([O:19][C:20]([CH3:22])([CH3:23])[CH3:21])=[O:18]. The catalyst class is: 586. (2) Reactant: [CH3:1][C:2]1[NH:3][CH:4]=[CH:5][N:6]=1.Br[CH2:8][CH2:9][N:10]1[C:14](=[O:15])[C:13]2=[CH:16][CH:17]=[CH:18][CH:19]=[C:12]2[C:11]1=[O:20].C(=O)([O-])[O-].[K+].[K+]. Product: [CH3:1][C:2]1[N:3]([CH2:8][CH2:9][N:10]2[C:11](=[O:20])[C:12]3[C:13](=[CH:16][CH:17]=[CH:18][CH:19]=3)[C:14]2=[O:15])[CH:4]=[CH:5][N:6]=1. The catalyst class is: 3. (3) Reactant: [CH3:1][C:2]1[N:3]=[C:4]([NH:8][C:9](=[O:17])OC2C=CC=CC=2)[S:5][C:6]=1[CH3:7].[F:18][C:19]([F:39])([F:38])[CH:20]1[CH2:25][CH2:24][CH2:23][CH:22]([C:26]2[CH:27]=[CH:28][C:29]3[N:35]4[CH2:36][C@H:32]([CH2:33][CH2:34]4)[NH:31][C:30]=3[N:37]=2)[CH2:21]1. Product: [CH3:1][C:2]1[N:3]=[C:4]([NH:8][C:9]([N:31]2[C@@H:32]3[CH2:36][N:35]([CH2:34][CH2:33]3)[C:29]3[CH:28]=[CH:27][C:26]([CH:22]4[CH2:23][CH2:24][CH2:25][CH:20]([C:19]([F:18])([F:38])[F:39])[CH2:21]4)=[N:37][C:30]2=3)=[O:17])[S:5][C:6]=1[CH3:7]. The catalyst class is: 840. (4) The catalyst class is: 827. Reactant: [CH3:1][O:2][C:3]([C:5]1[N:6]([NH:10][C:11](=[O:21])[CH2:12][O:13][CH2:14][C:15]2[CH:20]=[CH:19][CH:18]=[CH:17][CH:16]=2)[CH:7]=[N:8][CH:9]=1)=[O:4].[CH2:22](OC(C)C(O)=O)C1C=CC=CC=1.CCN(C(C)C)C(C)C.CN(C(ON1N=NC2C=CC=NC1=2)=[N+](C)C)C.F[P-](F)(F)(F)(F)F. Product: [CH3:1][O:2][C:3]([C:5]1[N:6]([NH:10][C:11](=[O:21])[CH:12]([O:13][CH2:14][C:15]2[CH:20]=[CH:19][CH:18]=[CH:17][CH:16]=2)[CH3:22])[CH:7]=[N:8][CH:9]=1)=[O:4]. (5) Reactant: [OH:1][C:2]1[CH:7]=[CH:6][C:5]([CH2:8][C:9]([O:11][CH2:12][CH3:13])=[O:10])=[CH:4][CH:3]=1.[C:14]([O-])([O-])=O.[K+].[K+].COS(OC)(=O)=O. The catalyst class is: 10. Product: [CH3:14][O:1][C:2]1[CH:3]=[CH:4][C:5]([CH2:8][C:9]([O:11][CH2:12][CH3:13])=[O:10])=[CH:6][CH:7]=1. (6) Reactant: [Cl:1][C:2]1[CH:7]=[C:6](Cl)[N:5]2[N:9]=[CH:10][CH:11]=[C:4]2[N:3]=1.[CH:12]([S:15]([C:18]1[CH:24]=[CH:23][CH:22]=[CH:21][C:19]=1[NH2:20])(=[O:17])=[O:16])([CH3:14])[CH3:13].[H-].[Na+]. Product: [Cl:1][C:2]1[CH:7]=[C:6]([NH:20][C:19]2[CH:21]=[CH:22][CH:23]=[CH:24][C:18]=2[S:15]([CH:12]([CH3:14])[CH3:13])(=[O:17])=[O:16])[N:5]2[N:9]=[CH:10][CH:11]=[C:4]2[N:3]=1. The catalyst class is: 3. (7) Product: [F:17][C:2]1([F:1])[O:6][C:5]2[CH:7]=[CH:8][C:9]([C:11]3([C:14]([NH:67][CH:66]4[C:65]5[C:60](=[CH:61][CH:62]=[C:63]([O:68][CH3:69])[CH:64]=5)[O:59][CH2:58][CH:57]4[CH2:56][C:55]4[CH:70]=[CH:71][C:72]([O:73][CH3:74])=[C:53]([O:52][CH3:51])[CH:54]=4)=[O:16])[CH2:12][CH2:13]3)=[CH:10][C:4]=2[O:3]1. The catalyst class is: 44. Reactant: [F:1][C:2]1([F:17])[O:6][C:5]2[CH:7]=[CH:8][C:9]([C:11]3([C:14]([OH:16])=O)[CH2:13][CH2:12]3)=[CH:10][C:4]=2[O:3]1.C(N(CC)C(C)C)(C)C.CN(C(ON1N=NC2C=CC=NC1=2)=[N+](C)C)C.F[P-](F)(F)(F)(F)F.[CH3:51][O:52][C:53]1[CH:54]=[C:55]([CH:70]=[CH:71][C:72]=1[O:73][CH3:74])[CH2:56][CH:57]1[CH:66]([NH2:67])[C:65]2[C:60](=[CH:61][CH:62]=[C:63]([O:68][CH3:69])[CH:64]=2)[O:59][CH2:58]1. (8) Reactant: [Cl:1][C:2]1[CH:7]=[CH:6][C:5]([N:8]([C@H:13]2[C:22]3[C:17](=[CH:18][CH:19]=[CH:20][CH:21]=3)[NH:16][C@@H:15]([CH3:23])[CH2:14]2)[C:9](=[O:12])[CH2:10][OH:11])=[CH:4][CH:3]=1.C(Cl)CCl.[C:28](O)(=[O:30])[CH3:29]. Product: [C:28]([O:11][CH2:10][C:9]([N:8]([C:5]1[CH:4]=[CH:3][C:2]([Cl:1])=[CH:7][CH:6]=1)[C@H:13]1[C:22]2[C:17](=[CH:18][CH:19]=[CH:20][CH:21]=2)[NH:16][C@@H:15]([CH3:23])[CH2:14]1)=[O:12])(=[O:30])[CH3:29]. The catalyst class is: 2.